Task: Predict the product of the given reaction.. Dataset: Forward reaction prediction with 1.9M reactions from USPTO patents (1976-2016) (1) Given the reactants [Br:1][C:2]1[CH:3]=[C:4]([CH:9]=[C:10]([CH2:13][CH2:14][CH2:15][O:16]C)[C:11]=1[CH3:12])[C:5]([O:7][CH3:8])=[O:6].I[Si](C)(C)C, predict the reaction product. The product is: [Br:1][C:2]1[CH:3]=[C:4]([CH:9]=[C:10]([CH2:13][CH2:14][CH2:15][OH:16])[C:11]=1[CH3:12])[C:5]([O:7][CH3:8])=[O:6]. (2) Given the reactants [CH3:1][O:2][C:3]1[CH:4]=[C:5]([CH:9]=[CH:10][CH:11]=1)[CH2:6][CH2:7][NH2:8].[C:12]([O:16][C:17]([NH:19][CH2:20][CH2:21][C:22](O)=[O:23])=[O:18])([CH3:15])([CH3:14])[CH3:13].OC1C2N=NNC=2C=CC=1.C(N(CC)CC)C.C(N=C=NCCCN(C)C)C, predict the reaction product. The product is: [CH3:1][O:2][C:3]1[CH:4]=[C:5]([CH:9]=[CH:10][CH:11]=1)[CH2:6][CH2:7][NH:8][C:22](=[O:23])[CH2:21][CH2:20][NH:19][C:17](=[O:18])[O:16][C:12]([CH3:13])([CH3:14])[CH3:15]. (3) The product is: [O:7]1[C:8]2[C:13](=[CH:12][CH:11]=[CH:10][CH:9]=2)[CH:4]([NH2:3])[CH2:5][CH2:6]1. Given the reactants CO[N:3]=[C:4]1[C:13]2[C:8](=[CH:9][CH:10]=[CH:11][CH:12]=2)[O:7][CH2:6][CH2:5]1.CON=C1C2C(=CC=C(C)C=2)OCC1.N, predict the reaction product. (4) Given the reactants [CH3:1][O:2][C:3]1[CH:12]=[C:11]2[C:6]([CH2:7][CH2:8][CH2:9][C:10]2=O)=[CH:5][CH:4]=1.[Br-].[C:15]1(C([PH3+])(C2C=CC=CC=2)C2C=CC=CC=2)C=CC=CC=1.CC(C)([O-])C.[K+], predict the reaction product. The product is: [CH3:1][O:2][C:3]1[CH:12]=[C:11]2[C:6]([CH2:7][CH2:8][CH2:9][C:10]2=[CH2:15])=[CH:5][CH:4]=1. (5) Given the reactants C([O:3][C:4]([C:6]1([CH2:30][C:31]#[N:32])[CH2:11][CH2:10][CH:9]([O:12][Si:13]([C:26]([CH3:29])([CH3:28])[CH3:27])([C:20]2[CH:25]=[CH:24][CH:23]=[CH:22][CH:21]=2)[C:14]2[CH:19]=[CH:18][CH:17]=[CH:16][CH:15]=2)[CH2:8][CH2:7]1)=O)C.O.[BH4-].[Na+].[OH-].[NH4+], predict the reaction product. The product is: [C:26]([Si:13]([C:20]1[CH:21]=[CH:22][CH:23]=[CH:24][CH:25]=1)([C:14]1[CH:15]=[CH:16][CH:17]=[CH:18][CH:19]=1)[O:12][CH:9]1[CH2:10][CH2:11][C:6]2([C:4](=[O:3])[NH:32][CH2:31][CH2:30]2)[CH2:7][CH2:8]1)([CH3:29])([CH3:28])[CH3:27]. (6) Given the reactants [CH3:1][C:2]([N:7]1[CH:11]=[C:10]([NH:12][C:13]2[N:18]=[C:17]([NH:19][CH3:20])[C:16]([C:21]([F:24])([F:23])[F:22])=[CH:15][N:14]=2)[C:9]([CH3:25])=[N:8]1)([CH3:6])[C:3]([NH2:5])=O, predict the reaction product. The product is: [CH3:6][C:2]([N:7]1[CH:11]=[C:10]([NH:12][C:13]2[N:18]=[C:17]([NH:19][CH3:20])[C:16]([C:21]([F:22])([F:24])[F:23])=[CH:15][N:14]=2)[C:9]([CH3:25])=[N:8]1)([CH3:1])[C:3]#[N:5].